Dataset: Reaction yield outcomes from USPTO patents with 853,638 reactions. Task: Predict the reaction yield, written as a fraction of the theoretical maximum amount of product (1.0 means a 100% yield; for example, 0.34 means a 34% yield). (1) The yield is 0.990. The product is [NH2:1][C:4]1[CH:12]=[C:11]2[C:7]([C:8]([C:13]#[N:14])=[CH:9][NH:10]2)=[CH:6][CH:5]=1. The reactants are [N+:1]([C:4]1[CH:12]=[C:11]2[C:7]([C:8]([C:13]#[N:14])=[CH:9][NH:10]2)=[CH:6][CH:5]=1)([O-])=O. The catalyst is CCO.[Pd]. (2) The yield is 0.801. The catalyst is C(COC)OC.[Br-].C([N+](CCCC)(CCCC)CCCC)CCC.O. The product is [CH3:15][O:16][C:17]1[C:18]([O:34][CH2:35][O:36][CH3:37])=[C:19]([C:2]2[C:11]3[C:6](=[CH:7][CH:8]=[CH:9][C:10]=3[N+:12]([O-:14])=[O:13])[CH:5]=[N:4][CH:3]=2)[CH:20]=[CH:21][C:22]=1[O:23][CH3:24]. The reactants are Br[C:2]1[C:11]2[C:6](=[CH:7][CH:8]=[CH:9][C:10]=2[N+:12]([O-:14])=[O:13])[CH:5]=[N:4][CH:3]=1.[CH3:15][O:16][C:17]1[C:18]([O:34][CH2:35][O:36][CH3:37])=[C:19](B2OC(C)(C)C(C)(C)O2)[CH:20]=[CH:21][C:22]=1[O:23][CH3:24].[OH-].[K+]. (3) The reactants are CS(O[CH:6]1[CH2:11][CH2:10][N:9]([C:12]([O:14][C:15]([CH3:18])([CH3:17])[CH3:16])=[O:13])[CH2:8][CH2:7]1)(=O)=O.[N+:19]([C:22]1[CH:23]=[N:24][NH:25][CH:26]=1)([O-:21])=[O:20].C([O-])([O-])=O.[K+].[K+]. The catalyst is CC#N. The product is [N+:19]([C:22]1[CH:23]=[N:24][N:25]([CH:6]2[CH2:11][CH2:10][N:9]([C:12]([O:14][C:15]([CH3:18])([CH3:17])[CH3:16])=[O:13])[CH2:8][CH2:7]2)[CH:26]=1)([O-:21])=[O:20]. The yield is 0.470.